From a dataset of Reaction yield outcomes from USPTO patents with 853,638 reactions. Predict the reaction yield, written as a fraction of the theoretical maximum amount of product (1.0 means a 100% yield; for example, 0.34 means a 34% yield). (1) The reactants are [CH3:1][C:2]([C:6]1[CH:11]=[CH:10][C:9]([N+:12]([O-])=O)=[CH:8][CH:7]=1)([CH3:5])[CH2:3][OH:4]. The yield is 0.680. The product is [NH2:12][C:9]1[CH:8]=[CH:7][C:6]([C:2]([CH3:5])([CH3:1])[CH2:3][OH:4])=[CH:11][CH:10]=1. The catalyst is C1COCC1.C(O)C.[Pt](=O)=O. (2) The reactants are [ClH:1].Cl.[CH2:3]([N:10]1[CH2:15][CH2:14][NH:13][CH2:12][CH2:11]1)[C:4]1[CH:9]=[CH:8][CH:7]=[CH:6][CH:5]=1.C([O-])([O-])=O.[K+].[K+].Br[CH2:23][C:24]([C:26]1[CH:31]=[CH:30][C:29]([Cl:32])=[CH:28][CH:27]=1)=[O:25]. The catalyst is CC(C)=O. The product is [ClH:32].[ClH:1].[CH2:3]([N:10]1[CH2:15][CH2:14][N:13]([CH2:23][C:24]([C:26]2[CH:31]=[CH:30][C:29]([Cl:32])=[CH:28][CH:27]=2)=[O:25])[CH2:12][CH2:11]1)[C:4]1[CH:5]=[CH:6][CH:7]=[CH:8][CH:9]=1. The yield is 0.687. (3) The reactants are [CH2:1]([NH:3][C:4]([NH:6][C:7]1[CH:12]=[CH:11][C:10](NC2N=C(N[C:10]3[CH:11]=[CH:12][C:7]([NH:6][C:4]([NH:3][CH2:1][CH3:2])=[O:5])=[CH:8][CH:9]=3)C(F)=CN=2)=[CH:9][CH:8]=1)=[O:5])[CH3:2].[NH2:34]C1C=CC=C(N)C=1.C(N=C=O)C.C(=O)([O-])[O-].[K+].[K+]. No catalyst specified. The product is [CH2:1]([NH:3][C:4]([NH:6][C:7]1[CH:12]=[C:11]([CH:10]=[CH:9][CH:8]=1)[NH2:34])=[O:5])[CH3:2]. The yield is 0.830. (4) The reactants are C([O:4][C@@H:5]1[CH2:9][C@@H:8]([CH2:10][O:11]C(=O)C)[O:7][C@H:6]1[N:15]1[CH:22]=[CH:21][C:19](=[O:20])[NH:18][C:16]1=[O:17])(=O)C. The catalyst is N. The product is [C@@H:6]1([N:15]2[CH:22]=[CH:21][C:19](=[O:20])[NH:18][C:16]2=[O:17])[O:7][C@H:8]([CH2:10][OH:11])[CH2:9][C@H:5]1[OH:4]. The yield is 0.960.